The task is: Predict the product of the given reaction.. This data is from Forward reaction prediction with 1.9M reactions from USPTO patents (1976-2016). Given the reactants [Cl:1][C:2]1[CH:21]=[CH:20][C:5]([C:6]([NH:8][CH2:9][CH2:10][CH2:11][NH:12]C(=O)OC(C)(C)C)=[O:7])=[CH:4][C:3]=1[NH:22][C:23]([C:25]1[C:36](=[O:37])[NH:35][C:28]2[N:29]=[C:30]([O:33][CH3:34])[N:31]=[CH:32][C:27]=2[CH:26]=1)=[O:24].FC(F)(F)C(O)=O, predict the reaction product. The product is: [NH2:12][CH2:11][CH2:10][CH2:9][NH:8][C:6]([C:5]1[CH:20]=[CH:21][C:2]([Cl:1])=[C:3]([NH:22][C:23]([C:25]2[C:36](=[O:37])[NH:35][C:28]3[N:29]=[C:30]([O:33][CH3:34])[N:31]=[CH:32][C:27]=3[CH:26]=2)=[O:24])[CH:4]=1)=[O:7].